This data is from Catalyst prediction with 721,799 reactions and 888 catalyst types from USPTO. The task is: Predict which catalyst facilitates the given reaction. (1) The catalyst class is: 8. Reactant: [Cl:1][C:2]1[CH:7]=[C:6]([F:8])[C:5]([N+:9]([O-])=O)=[CH:4][C:3]=1[OH:12].[Cl-].[Ca+2].[Cl-].O. Product: [NH2:9][C:5]1[C:6]([F:8])=[CH:7][C:2]([Cl:1])=[C:3]([OH:12])[CH:4]=1. (2) Reactant: [CH:1]1([CH2:4][N:5]2[CH2:30][CH2:29][C@:12]34[C:13]5[C:14]6[O:28][C@H:11]3[C:10](OC)([O:31]C)[CH2:9][CH2:8][C@@:7]4([O:35][CH2:36][CH:37]3[CH2:39][CH2:38]3)[C@H:6]2[CH2:19][C:18]=5[CH:17]=[CH:16][C:15]=6[O:20]CC2C=CC=CC=2)[CH2:3][CH2:2]1.C([O-])(O)=O.[Na+]. Product: [CH:1]1([CH2:4][N:5]2[CH2:30][CH2:29][C@:12]34[C:13]5[C:14]6[O:28][C@H:11]3[C:10](=[O:31])[CH2:9][CH2:8][C@@:7]4([O:35][CH2:36][CH:37]3[CH2:39][CH2:38]3)[C@H:6]2[CH2:19][C:18]=5[CH:17]=[CH:16][C:15]=6[OH:20])[CH2:3][CH2:2]1. The catalyst class is: 67. (3) Reactant: C1(C)C=CC(S(O)(=O)=O)=CC=1.[NH2:12][C@H:13]1[C@@H:16]([O:17][CH2:18][CH:19]([CH3:21])[CH3:20])[NH:15][C:14]1=[O:22].C(N(C(C)C)CC)(C)C.[I:32][C:33]1[CH:38]=[CH:37][C:36]([C:39](Cl)([C:46]2[CH:51]=[CH:50][CH:49]=[CH:48][CH:47]=2)[C:40]2[CH:45]=[CH:44][CH:43]=[CH:42][CH:41]=2)=[CH:35][CH:34]=1. Product: [I:32][C:33]1[CH:34]=[CH:35][C:36]([C:39]([NH:12][C@H:13]2[C@@H:16]([O:17][CH2:18][CH:19]([CH3:20])[CH3:21])[NH:15][C:14]2=[O:22])([C:40]2[CH:41]=[CH:42][CH:43]=[CH:44][CH:45]=2)[C:46]2[CH:51]=[CH:50][CH:49]=[CH:48][CH:47]=2)=[CH:37][CH:38]=1. The catalyst class is: 21. (4) Reactant: [CH:1]1([C:7]2[C:12]([C:13]([O:15][CH3:16])=[O:14])=[CH:11][N:10]=[C:9]([S:17][CH3:18])[N:8]=2)[CH2:6][CH2:5][CH2:4][CH2:3][CH2:2]1.ClC1C=C(C=CC=1)C(OO)=[O:24]. The catalyst class is: 4. Product: [CH:1]1([C:7]2[C:12]([C:13]([O:15][CH3:16])=[O:14])=[CH:11][N:10]=[C:9]([S:17]([CH3:18])=[O:24])[N:8]=2)[CH2:2][CH2:3][CH2:4][CH2:5][CH2:6]1. (5) Reactant: [Cl:1][C:2]1[CH:23]=[CH:22][CH:21]=[C:20]([Cl:24])[C:3]=1[C:4]([NH:6][CH2:7][CH2:8][S:9][CH2:10][C:11]1[CH:16]=[CH:15][CH:14]=[C:13]([N+:17]([O-])=O)[CH:12]=1)=[O:5].C([O-])(=O)C.[Na+].O.O.Cl[Sn]Cl. Product: [NH2:17][C:13]1[CH:12]=[C:11]([CH:16]=[CH:15][CH:14]=1)[CH2:10][S:9][CH2:8][CH2:7][NH:6][C:4](=[O:5])[C:3]1[C:20]([Cl:24])=[CH:21][CH:22]=[CH:23][C:2]=1[Cl:1]. The catalyst class is: 14. (6) Reactant: [CH3:1][N:2]1[CH:6]=[CH:5][CH:4]=[C:3]1[C:7]([OH:9])=O.Cl.[CH2:11]1[C:19]2[C:14](=[CH:15][C:16]([C:20]([O:22]C)=O)=[CH:17][CH:18]=2)[CH2:13][NH:12]1.CN(C([O:31][N:32]1N=NC2C=CC=NC1=2)=[N+](C)C)C.F[P-](F)(F)(F)(F)F.CN1CCOCC1.Cl.NO.[OH-].[K+]. Product: [OH:31][NH:32][C:20]([C:16]1[CH:15]=[C:14]2[C:19](=[CH:18][CH:17]=1)[CH2:11][N:12]([C:7]([C:3]1[N:2]([CH3:1])[CH:6]=[CH:5][CH:4]=1)=[O:9])[CH2:13]2)=[O:22]. The catalyst class is: 61. (7) Reactant: [Cl:1][C:2]1[CH:10]=[CH:9][C:8]([I:11])=[CH:7][C:3]=1[C:4]([OH:6])=O.C(N(C(C)C)CC)(C)C.CN(C(ON1N=NC2C=CC=NC1=2)=[N+](C)C)C.F[P-](F)(F)(F)(F)F.O[NH:46][C:47](=[NH:52])[C:48]([CH3:51])([CH3:50])[CH3:49]. Product: [C:48]([C:47]1[N:52]=[C:4]([C:3]2[CH:7]=[C:8]([I:11])[CH:9]=[CH:10][C:2]=2[Cl:1])[O:6][N:46]=1)([CH3:51])([CH3:50])[CH3:49]. The catalyst class is: 3.